Dataset: Tox21: 12 toxicity assays (nuclear receptors and stress response pathways). Task: Binary classification across 12 toxicity assays. (1) The drug is CC1(C)CCC(Cc2ccc(Cl)cc2)C1(O)Cn1cncn1. It tested positive (active) for: SR-ARE (Antioxidant Response Element (oxidative stress)), and SR-MMP (Mitochondrial Membrane Potential disruption). (2) The molecule is CCOP(=S)(CC)Sc1ccccc1. It tested positive (active) for: NR-Aromatase (Aromatase enzyme inhibition). (3) The compound is Cc1cc(=O)oc2cc(O)ccc12. It tested positive (active) for: NR-AR (Androgen Receptor agonist activity), and SR-p53 (p53 tumor suppressor activation). (4) The drug is O=Cc1c2ccccc2c(Cl)c2ccccc12. It tested positive (active) for: NR-AR-LBD (Androgen Receptor Ligand Binding Domain agonist), NR-ER-LBD (Estrogen Receptor Ligand Binding Domain agonist), SR-ARE (Antioxidant Response Element (oxidative stress)), SR-HSE (Heat Shock Element response), and SR-MMP (Mitochondrial Membrane Potential disruption). (5) The molecule is OCCBr. It tested positive (active) for: SR-ARE (Antioxidant Response Element (oxidative stress)).